From a dataset of Full USPTO retrosynthesis dataset with 1.9M reactions from patents (1976-2016). Predict the reactants needed to synthesize the given product. (1) Given the product [CH:18]([C:20]1[CH:25]=[C:24]([O:26][CH3:27])[CH:23]=[CH:22][C:21]=1[C:2]1[N:7]=[C:6]([C:8]2[CH:9]=[N:10][CH:11]=[CH:12][CH:13]=2)[CH:5]=[C:4]([S:14][CH3:15])[C:3]=1[C:16]#[N:17])=[O:19], predict the reactants needed to synthesize it. The reactants are: Cl[C:2]1[N:7]=[C:6]([C:8]2[CH:9]=[N:10][CH:11]=[CH:12][CH:13]=2)[CH:5]=[C:4]([S:14][CH3:15])[C:3]=1[C:16]#[N:17].[CH:18]([C:20]1[CH:25]=[C:24]([O:26][CH3:27])[CH:23]=[CH:22][C:21]=1B(O)O)=[O:19].P([O-])([O-])([O-])=O.[K+].[K+].[K+]. (2) Given the product [C:1]1([N:7]2[CH2:8][CH2:9][N:10]([C:13]3[C:22]4[C:17](=[CH:18][CH:19]=[C:20]([C:23]([NH2:36])=[O:24])[CH:21]=4)[CH:16]=[N:15][CH:14]=3)[CH2:11][CH2:12]2)[CH:6]=[CH:5][CH:4]=[CH:3][CH:2]=1, predict the reactants needed to synthesize it. The reactants are: [C:1]1([N:7]2[CH2:12][CH2:11][N:10]([C:13]3[C:22]4[C:17](=[CH:18][CH:19]=[C:20]([C:23](OCC[Si](C)(C)C)=[O:24])[CH:21]=4)[CH:16]=[N:15][CH:14]=3)[CH2:9][CH2:8]2)[CH:6]=[CH:5][CH:4]=[CH:3][CH:2]=1.[Cl-].[NH4+].C([N:36](CC)CC)C.ON1C2C=CC=CC=2N=N1.Cl.CN(C)CCCN=C=NCC. (3) Given the product [F:18][C:16]1[CH:17]=[C:8]([CH2:7][C:6]([OH:19])=[O:5])[CH:9]=[C:10]2[C:15]=1[N:14]=[CH:13][CH:12]=[CH:11]2, predict the reactants needed to synthesize it. The reactants are: C([O:5][C:6](=[O:19])[CH2:7][C:8]1[CH:9]=[C:10]2[C:15](=[C:16]([F:18])[CH:17]=1)[N:14]=[CH:13][CH:12]=[CH:11]2)(C)(C)C.[OH-].[Na+].